This data is from Peptide-MHC class I binding affinity with 185,985 pairs from IEDB/IMGT. The task is: Regression. Given a peptide amino acid sequence and an MHC pseudo amino acid sequence, predict their binding affinity value. This is MHC class I binding data. (1) The peptide sequence is LAGLLSDHKSNV. The MHC is H-2-Kb with pseudo-sequence H-2-Kb. The binding affinity (normalized) is 0.00814. (2) The peptide sequence is FVMPIFEQI. The MHC is HLA-A24:03 with pseudo-sequence HLA-A24:03. The binding affinity (normalized) is 0.872.